The task is: Regression/Classification. Given a drug SMILES string, predict its toxicity properties. Task type varies by dataset: regression for continuous values (e.g., LD50, hERG inhibition percentage) or binary classification for toxic/non-toxic outcomes (e.g., AMES mutagenicity, cardiotoxicity, hepatotoxicity). Dataset: herg_karim.. This data is from hERG potassium channel inhibition data for cardiac toxicity prediction from Karim et al.. (1) The molecule is Cc1ccc(-c2ncc(OC[C@H]3CCNC3)cc2-c2ccc(C#N)cc2)cc1. The result is 1 (blocker). (2) The compound is O=C(CNC(=O)c1cccc(C(F)(F)F)c1)NC1CN([C@H]2CC[C@H](c3ccc4nc[nH]c4c3)CC2)C1. The result is 1 (blocker).